Dataset: Full USPTO retrosynthesis dataset with 1.9M reactions from patents (1976-2016). Task: Predict the reactants needed to synthesize the given product. (1) The reactants are: [Si]([O:8][C:9]1[CH:14]=[CH:13][C:12](/[CH:15]=[CH:16]/[C:17](=[O:27])[C:18]([CH3:26])([CH3:25])[C:19](=[O:24])[C:20]([CH3:23])([CH3:22])[CH3:21])=[CH:11][C:10]=1[O:28][CH3:29])(C(C)(C)C)(C)C.CCCC[N+](CCCC)(CCCC)CCCC.[F-]. Given the product [OH:8][C:9]1[CH:14]=[CH:13][C:12](/[CH:15]=[CH:16]/[C:17](=[O:27])[C:18]([CH3:26])([CH3:25])[C:19](=[O:24])[C:20]([CH3:23])([CH3:21])[CH3:22])=[CH:11][C:10]=1[O:28][CH3:29], predict the reactants needed to synthesize it. (2) Given the product [C:1]([N:4]1[CH2:5][CH2:6][N:7]([CH:10]([C:12]2[CH:17]=[CH:16][N:15]=[C:14]([NH:18][C:19]3[S:30][C:31]([C:34]#[N:35])=[CH:32][N:33]=3)[CH:13]=2)[CH3:11])[CH2:8][CH2:9]1)(=[O:3])[CH3:2], predict the reactants needed to synthesize it. The reactants are: [C:1]([N:4]1[CH2:9][CH2:8][N:7]([CH:10]([C:12]2[CH:17]=[CH:16][N:15]=[C:14]([NH:18][C:19](=O)OC(C)(C)C)[CH:13]=2)[CH3:11])[CH2:6][CH2:5]1)(=[O:3])[CH3:2].[H-].[Na+].ClC1[S:30][C:31]([C:34]#[N:35])=[CH:32][N:33]=1. (3) Given the product [CH3:17][N:18]1[CH2:19][CH2:20][CH:1]([O:2][C:3](=[O:16])[C:4]([OH:15])([C:5]2[S:6][CH:7]=[CH:8][CH:9]=2)[C:10]2[S:11][CH:12]=[CH:13][CH:14]=2)[CH2:22]1, predict the reactants needed to synthesize it. The reactants are: [CH3:1][O:2][C:3](=[O:16])[C:4]([OH:15])([C:10]1[S:11][CH:12]=[CH:13][CH:14]=1)[C:5]1[S:6][CH:7]=[CH:8][CH:9]=1.[CH3:17][N:18]1[CH2:22]C[CH:20](O)[CH2:19]1.